Predict the product of the given reaction. From a dataset of Forward reaction prediction with 1.9M reactions from USPTO patents (1976-2016). (1) Given the reactants [C:1]([O:5][C:6](=[O:24])[CH:7]=[CH:8][C:9]1[CH:22]=[CH:21][C:20]2[C:11](=[C:12]([NH2:23])[C:13]3[C:18]([N:19]=2)=[CH:17][CH:16]=[CH:15][CH:14]=3)[CH:10]=1)([CH3:4])([CH3:3])[CH3:2], predict the reaction product. The product is: [C:1]([O:5][C:6](=[O:24])[CH2:7][CH2:8][C:9]1[CH:22]=[CH:21][C:20]2[C:11](=[C:12]([NH2:23])[C:13]3[C:18]([N:19]=2)=[CH:17][CH:16]=[CH:15][CH:14]=3)[CH:10]=1)([CH3:4])([CH3:2])[CH3:3]. (2) Given the reactants [CH3:1][N:2]([CH2:4][CH:5]1[CH2:14][C:13]2[CH:12]=[C:11]([NH2:15])[CH:10]=[CH:9][C:8]=2[CH2:7][CH2:6]1)[CH3:3].CCCCCC.C(O)(C)C.C(NCC)C, predict the reaction product. The product is: [CH3:3][N:2]([CH2:4][C@H:5]1[CH2:14][C:13]2[CH:12]=[C:11]([NH2:15])[CH:10]=[CH:9][C:8]=2[CH2:7][CH2:6]1)[CH3:1].[CH3:3][N:2]([CH2:4][C@@H:5]1[CH2:14][C:13]2[CH:12]=[C:11]([NH2:15])[CH:10]=[CH:9][C:8]=2[CH2:7][CH2:6]1)[CH3:1].